From a dataset of Full USPTO retrosynthesis dataset with 1.9M reactions from patents (1976-2016). Predict the reactants needed to synthesize the given product. (1) Given the product [OH:1][CH2:2][C:3]1[CH:4]=[C:5]([CH2:9][CH2:10][CH2:11][OH:12])[CH:6]=[CH:7][CH:8]=1, predict the reactants needed to synthesize it. The reactants are: [OH:1][CH2:2][C:3]1[CH:4]=[C:5]([C:9]#[C:10][CH2:11][OH:12])[CH:6]=[CH:7][CH:8]=1. (2) Given the product [CH2:27]([C:29]1[CH:34]=[CH:33][C:32]([N:35]2[CH2:20][CH2:19][C:6]3([CH2:7][CH2:8][NH:9][CH2:10][CH2:11]3)[C:4]2=[O:5])=[CH:31][CH:30]=1)[CH3:28], predict the reactants needed to synthesize it. The reactants are: C(O[C:4]([C:6]1([CH2:19][CH2:20]OC)[CH2:11][CH2:10][N:9](C(OC(C)(C)C)=O)[CH2:8][CH2:7]1)=[O:5])C.[Cl-].C[Al+]C.[CH2:27]([C:29]1[CH:34]=[CH:33][C:32]([NH2:35])=[CH:31][CH:30]=1)[CH3:28]. (3) Given the product [N:3]1[CH:8]=[CH:7][CH:6]=[CH:5][C:4]=1[CH:9]([OH:11])[CH3:10], predict the reactants needed to synthesize it. The reactants are: CO.[N:3]1[CH:8]=[CH:7][CH:6]=[CH:5][C:4]=1[C:9](=[O:11])[CH3:10].[BH4-].[Na+]. (4) Given the product [O:14]=[C:11]1[O:10][CH2:9][C:8]([CH:15]=[CH2:16])([C:6]([OH:7])=[O:5])[CH2:13][O:12]1, predict the reactants needed to synthesize it. The reactants are: C([O:5][C:6]([C:8]1([CH:15]=[CH2:16])[CH2:13][O:12][C:11](=[O:14])[O:10][CH2:9]1)=[O:7])(C)(C)C.FC(F)(F)C(O)=O. (5) Given the product [CH2:13]([C:15]1[N:16]([C:40]2[CH:45]=[CH:44][C:43]([O:46][C:47]([CH3:52])([CH3:51])[CH2:48][O:49][CH3:50])=[CH:42][CH:41]=2)[C:17](=[O:39])[C:18]([CH2:24][C:25]2[CH:26]=[CH:27][C:28]([C:31]3[CH:36]=[CH:35][CH:34]=[CH:33][C:32]=3[C:37]3[NH:3][C:4](=[O:7])[O:5][N:38]=3)=[CH:29][CH:30]=2)=[C:19]([CH2:21][CH2:22][CH3:23])[N:20]=1)[CH3:14], predict the reactants needed to synthesize it. The reactants are: [Cl-].O[NH3+:3].[C:4](=[O:7])([O-])[OH:5].[Na+].CS(C)=O.[CH2:13]([C:15]1[N:16]([C:40]2[CH:45]=[CH:44][C:43]([O:46][C:47]([CH3:52])([CH3:51])[CH2:48][O:49][CH3:50])=[CH:42][CH:41]=2)[C:17](=[O:39])[C:18]([CH2:24][C:25]2[CH:30]=[CH:29][C:28]([C:31]3[C:32]([C:37]#[N:38])=[CH:33][CH:34]=[CH:35][CH:36]=3)=[CH:27][CH:26]=2)=[C:19]([CH2:21][CH2:22][CH3:23])[N:20]=1)[CH3:14]. (6) Given the product [Cl:1][C:2]1[CH:3]=[CH:4][C:5]([C:8]2[CH:13]=[CH:12][CH:11]=[CH:10][C:9]=2[C@@H:14]([OH:32])[CH:15]2[CH2:20][CH2:19][N:18]([C:21]3[CH:22]=[CH:23][C:24]([C:25]([OH:27])=[O:26])=[CH:30][CH:31]=3)[CH2:17][CH2:16]2)=[CH:6][CH:7]=1, predict the reactants needed to synthesize it. The reactants are: [Cl:1][C:2]1[CH:7]=[CH:6][C:5]([C:8]2[CH:13]=[CH:12][CH:11]=[CH:10][C:9]=2[C@@H:14]([OH:32])[CH:15]2[CH2:20][CH2:19][N:18]([C:21]3[CH:31]=[CH:30][C:24]([C:25]([O:27]CC)=[O:26])=[CH:23][CH:22]=3)[CH2:17][CH2:16]2)=[CH:4][CH:3]=1.[Li+].[OH-]. (7) Given the product [C:15]([C:2]1[CH:10]=[CH:9][CH:8]=[C:7]2[C:3]=1[CH2:4][C:5](=[O:11])[NH:6]2)#[N:16], predict the reactants needed to synthesize it. The reactants are: Br[C:2]1[CH:10]=[CH:9][CH:8]=[C:7]2[C:3]=1[CH2:4][C:5](=[O:11])[NH:6]2.C(O)C.[CH3:15][N:16](C=O)C.